From a dataset of Forward reaction prediction with 1.9M reactions from USPTO patents (1976-2016). Predict the product of the given reaction. Given the reactants Br[CH2:2][C:3]1[S:7][CH:6]=[N:5][C:4]=1[CH2:8][CH3:9].[CH3:10][C:11]1[N:16]=[C:15]([SH:17])[N:14]=[C:13]([OH:18])[CH:12]=1.C(N(CC)CC)C, predict the reaction product. The product is: [CH2:8]([C:4]1[N:5]=[CH:6][S:7][C:3]=1[CH2:2][S:17][C:15]1[N:14]=[C:13]([OH:18])[CH:12]=[C:11]([CH3:10])[N:16]=1)[CH3:9].